The task is: Regression. Given two drug SMILES strings and cell line genomic features, predict the synergy score measuring deviation from expected non-interaction effect.. This data is from Merck oncology drug combination screen with 23,052 pairs across 39 cell lines. (1) Drug 1: CN1C(=O)C=CC2(C)C3CCC4(C)C(NC(=O)OCC(F)(F)F)CCC4C3CCC12. Drug 2: Cn1c(=O)n(-c2ccc(C(C)(C)C#N)cc2)c2c3cc(-c4cnc5ccccc5c4)ccc3ncc21. Cell line: COLO320DM. Synergy scores: synergy=27.7. (2) Drug 1: O=P1(N(CCCl)CCCl)NCCCO1. Drug 2: C=CCn1c(=O)c2cnc(Nc3ccc(N4CCN(C)CC4)cc3)nc2n1-c1cccc(C(C)(C)O)n1. Cell line: NCIH520. Synergy scores: synergy=10.4.